This data is from Reaction yield outcomes from USPTO patents with 853,638 reactions. The task is: Predict the reaction yield, written as a fraction of the theoretical maximum amount of product (1.0 means a 100% yield; for example, 0.34 means a 34% yield). (1) The reactants are [Cl:1][C:2]1[CH:23]=[C:22]([C:24]([F:27])([F:26])[F:25])[CH:21]=[CH:20][C:3]=1[CH2:4][N:5]1[C:9](/[CH:10]=[CH:11]/[C:12](O)=[O:13])=[CH:8][C:7]([O:15][CH2:16][CH:17]2[CH2:19][CH2:18]2)=[N:6]1.[CH3:28][CH:29]([CH3:36])[CH2:30][CH2:31][S:32]([NH2:35])(=[O:34])=[O:33].N12CCCN=C1CCCCC2.Cl. The catalyst is CN(C)C=O.O. The product is [Cl:1][C:2]1[CH:23]=[C:22]([C:24]([F:27])([F:25])[F:26])[CH:21]=[CH:20][C:3]=1[CH2:4][N:5]1[C:9](/[CH:10]=[CH:11]/[C:12]([NH:35][S:32]([CH2:31][CH2:30][CH:29]([CH3:36])[CH3:28])(=[O:34])=[O:33])=[O:13])=[CH:8][C:7]([O:15][CH2:16][CH:17]2[CH2:19][CH2:18]2)=[N:6]1. The yield is 0.620. (2) The reactants are Br[C:2]1[CH:7]=[CH:6][C:5]([O:8][CH3:9])=[C:4]([N+:10]([O-:12])=[O:11])[CH:3]=1.[NH:13]1[CH2:18][CH2:17][O:16][CH2:15][CH2:14]1.P([O-])([O-])([O-])=O.[K+].[K+].[K+]. The catalyst is C(COC)OC.C(OCC)(=O)C.C([O-])(=O)C.[Pd+2].C([O-])(=O)C. The product is [CH3:9][O:8][C:5]1[CH:6]=[CH:7][C:2]([N:13]2[CH2:18][CH2:17][O:16][CH2:15][CH2:14]2)=[CH:3][C:4]=1[N+:10]([O-:12])=[O:11]. The yield is 0.690. (3) The reactants are Br[C:2]1[CH:3]=[N:4][CH:5]=[C:6]([Br:9])[C:7]=1[OH:8].C1([Mg]Br)C=CC=CC=1.[Li]CCCC.[CH:23](=[O:30])[C:24]1[CH:29]=[CH:28][CH:27]=[CH:26][CH:25]=1. The catalyst is C1COCC1. The product is [Br:9][C:6]1[CH:5]=[N:4][CH:3]=[C:2]([CH:23]([OH:30])[C:24]2[CH:29]=[CH:28][CH:27]=[CH:26][CH:25]=2)[C:7]=1[OH:8]. The yield is 0.910. (4) The reactants are Cl[C:2]1[C:3]2[C@H:11]([CH3:12])[CH2:10][C:9](=[O:13])[NH:8][C:4]=2[N:5]=[CH:6][N:7]=1.Cl.Cl.Cl.[CH2:17]([C:21]1[N:22]=[C:23]([CH:33]2[CH2:38][CH2:37][NH:36][CH2:35][CH2:34]2)[N:24]([CH2:26][CH2:27][N:28]2[CH2:32][CH2:31][CH2:30][CH2:29]2)[CH:25]=1)[CH:18]([CH3:20])[CH3:19].CN1CCCC1=O.C(N(C(C)C)CC)(C)C. The catalyst is O. The product is [CH2:17]([C:21]1[N:22]=[C:23]([CH:33]2[CH2:38][CH2:37][N:36]([C:2]3[C:3]4[C@H:11]([CH3:12])[CH2:10][C:9](=[O:13])[NH:8][C:4]=4[N:5]=[CH:6][N:7]=3)[CH2:35][CH2:34]2)[N:24]([CH2:26][CH2:27][N:28]2[CH2:29][CH2:30][CH2:31][CH2:32]2)[CH:25]=1)[CH:18]([CH3:20])[CH3:19]. The yield is 0.230. (5) The reactants are [F:1][C:2]1[CH:16]=[C:15]([F:17])[CH:14]=[CH:13][C:3]=1[CH2:4][O:5][C:6]1[CH:11]=[CH:10][NH:9][C:8](=[O:12])[CH:7]=1.Br[C:19]1[CH:20]=[CH:21][C:22]2[C:31]3[CH2:30][CH2:29][N:28](C(OC(C)(C)C)=O)[CH2:27][CH2:26][C:25]=3[N:24]([CH3:39])[C:23]=2[N:40]=1.OC1C=CC=C2C=1N=CC=C2.C([O-])([O-])=O.[Cs+].[Cs+].[ClH:58]. The catalyst is CS(C)=O.CCOCC.C(Cl)Cl.[Cu]I. The product is [ClH:58].[F:1][C:2]1[CH:16]=[C:15]([F:17])[CH:14]=[CH:13][C:3]=1[CH2:4][O:5][C:6]1[CH:11]=[CH:10][N:9]([C:19]2[CH:20]=[CH:21][C:22]3[C:31]4[CH2:30][CH2:29][NH:28][CH2:27][CH2:26][C:25]=4[N:24]([CH3:39])[C:23]=3[N:40]=2)[C:8](=[O:12])[CH:7]=1. The yield is 0.240. (6) The reactants are [NH2:1][C@@H:2]1[C:11]2[C:6](=[CH:7][CH:8]=[CH:9][CH:10]=2)[C@H:5]([OH:12])[CH2:4][CH2:3]1.[H-].[Na+].F[C:16]1[CH:17]=[CH:18][C:19]2[N:20]([C:22]([N:25]3[CH2:30][CH2:29][CH:28]([CH2:31][O:32][Si:33]([CH:40]([CH3:42])[CH3:41])([CH:37]([CH3:39])[CH3:38])[CH:34]([CH3:36])[CH3:35])[CH2:27][CH2:26]3)=[N:23][N:24]=2)[CH:21]=1. The catalyst is CN(C=O)C.O. The product is [CH:40]([Si:33]([CH:34]([CH3:36])[CH3:35])([CH:37]([CH3:39])[CH3:38])[O:32][CH2:31][CH:28]1[CH2:29][CH2:30][N:25]([C:22]2[N:20]3[CH:21]=[C:16]([O:12][C@H:5]4[C:6]5[C:11](=[CH:10][CH:9]=[CH:8][CH:7]=5)[C@@H:2]([NH2:1])[CH2:3][CH2:4]4)[CH:17]=[CH:18][C:19]3=[N:24][N:23]=2)[CH2:26][CH2:27]1)([CH3:41])[CH3:42]. The yield is 0.460. (7) The reactants are [CH3:1][O:2][C:3]1[CH:4]=[CH:5][C:6]([NH:11][C:12]2[C:13]3[N:14]([CH:28]=[CH:29][N:30]=3)[N:15]=[C:16]([C:18]3[CH:27]=[CH:26][C:21]([C:22]([O:24]C)=[O:23])=[CH:20][CH:19]=3)[CH:17]=2)=[N:7][C:8]=1[O:9][CH3:10].[OH-].[Na+]. The catalyst is O1CCOCC1.O. The product is [CH3:1][O:2][C:3]1[CH:4]=[CH:5][C:6]([NH:11][C:12]2[C:13]3[N:14]([CH:28]=[CH:29][N:30]=3)[N:15]=[C:16]([C:18]3[CH:27]=[CH:26][C:21]([C:22]([OH:24])=[O:23])=[CH:20][CH:19]=3)[CH:17]=2)=[N:7][C:8]=1[O:9][CH3:10]. The yield is 0.770. (8) The reactants are [NH2:1][C:2]1[C:11]2[C:6](=[C:7](Br)[CH:8]=[CH:9][CH:10]=2)[N:5]=[N:4][C:3]=1[C:13]([NH:15][CH3:16])=[O:14].[CH3:17][O:18][C:19]1[CH:24]=[CH:23][C:22]([O:25][CH3:26])=[CH:21][C:20]=1B(O)O.C(=O)([O-])[O-].[K+].[K+]. The catalyst is O1CCCC1.C(O)C.O. The product is [NH2:1][C:2]1[C:11]2[C:6](=[C:7]([C:23]3[CH:24]=[C:19]([O:18][CH3:17])[CH:20]=[CH:21][C:22]=3[O:25][CH3:26])[CH:8]=[CH:9][CH:10]=2)[N:5]=[N:4][C:3]=1[C:13]([NH:15][CH3:16])=[O:14]. The yield is 0.590. (9) The reactants are C([O:8][CH2:9][CH2:10][CH2:11][CH2:12][CH2:13][CH2:14][O:15][CH2:16][C:17]([C:20]1[CH:21]=[C:22]([N:26]2[C:30](=[O:31])[CH2:29][NH:28][C:27]2=[O:32])[CH:23]=[CH:24][CH:25]=1)([F:19])[F:18])C1C=CC=CC=1. The catalyst is C(O)C.[Pd]. The product is [F:19][C:17]([C:20]1[CH:21]=[C:22]([N:26]2[C:30](=[O:31])[CH2:29][NH:28][C:27]2=[O:32])[CH:23]=[CH:24][CH:25]=1)([F:18])[CH2:16][O:15][CH2:14][CH2:13][CH2:12][CH2:11][CH2:10][CH2:9][OH:8]. The yield is 0.960. (10) The reactants are [CH3:1][O:2][C:3]1[CH:8]=[CH:7][C:6]([C:9](=[O:13])[CH2:10][C:11]#[N:12])=[CH:5][CH:4]=1.[NH2:14][C:15]1[CH:20]=[CH:19][CH:18]=[CH:17][CH:16]=1. The product is [CH3:1][O:2][C:3]1[CH:4]=[CH:5][C:6]([C:9](=[O:13])[CH2:10][C:11](=[NH:12])[NH:14][C:15]2[CH:20]=[CH:19][CH:18]=[CH:17][CH:16]=2)=[CH:7][CH:8]=1. The yield is 0.0800. The catalyst is C(O)C.